Task: Predict which catalyst facilitates the given reaction.. Dataset: Catalyst prediction with 721,799 reactions and 888 catalyst types from USPTO (1) Reactant: [OH:1][C:2]1[CH:7]=[CH:6][C:5]([CH2:8][CH2:9][C:10]([OH:12])=O)=[CH:4][CH:3]=1.Cl.[NH2:14][CH2:15][C@@H:16]([C:18]1[CH:23]=[CH:22][CH:21]=[C:20]([Cl:24])[CH:19]=1)[OH:17].ON1C2C=CC=CC=2N=N1.Cl.CN(C)CCCN=C=NCC. The catalyst class is: 9. Product: [Cl:24][C:20]1[CH:19]=[C:18]([C@@H:16]([OH:17])[CH2:15][NH:14][C:10](=[O:12])[CH2:9][CH2:8][C:5]2[CH:4]=[CH:3][C:2]([OH:1])=[CH:7][CH:6]=2)[CH:23]=[CH:22][CH:21]=1. (2) Reactant: [CH3:1][O:2][C:3]([C:5]1[C:6]([OH:31])=[C:7]2[C:12](=[C:13](Br)[N:14]=1)[N:11]([CH2:16][C:17]1[CH:22]=[CH:21][CH:20]=[CH:19][CH:18]=1)[C:10](=[O:23])[C:9]([CH2:24][C:25]1[CH:30]=[CH:29][CH:28]=[CH:27][CH:26]=1)=[CH:8]2)=[O:4].[C:32]([Cu])#[N:33].O.Cl. Product: [CH3:1][O:2][C:3]([C:5]1[C:6]([OH:31])=[C:7]2[C:12](=[C:13]([C:32]#[N:33])[N:14]=1)[N:11]([CH2:16][C:17]1[CH:22]=[CH:21][CH:20]=[CH:19][CH:18]=1)[C:10](=[O:23])[C:9]([CH2:24][C:25]1[CH:30]=[CH:29][CH:28]=[CH:27][CH:26]=1)=[CH:8]2)=[O:4]. The catalyst class is: 85.